This data is from Forward reaction prediction with 1.9M reactions from USPTO patents (1976-2016). The task is: Predict the product of the given reaction. (1) Given the reactants [F:1][C:2]1[CH:7]=[CH:6][C:5]([N:8]2[C@H:11]([C:12]3[CH:17]=[CH:16][C:15]([C:18]4[CH:23]=[CH:22][CH:21]=[C:20]([OH:24])[CH:19]=4)=[CH:14][CH:13]=3)[C@@H:10]([CH2:25][CH2:26][C@@H:27]([C:29]3[CH:34]=[CH:33][C:32]([F:35])=[CH:31][CH:30]=3)[OH:28])[C:9]2=[O:36])=[CH:4][CH:3]=1.[Br-:37].[Br-].[Br-].C([N+](CCCC)(CCCC)CCCC)CCC.C([N+](CCCC)(CCCC)CCCC)CCC.C([N+](CCCC)(CCCC)CCCC)CCC.S([O-])([O-])(=O)=S.[Na+].[Na+].C(#N)C, predict the reaction product. The product is: [Br:37][C:23]1[CH:22]=[CH:21][C:20]([OH:24])=[CH:19][C:18]=1[C:15]1[CH:14]=[CH:13][C:12]([C@H:11]2[N:8]([C:5]3[CH:4]=[CH:3][C:2]([F:1])=[CH:7][CH:6]=3)[C:9](=[O:36])[C@@H:10]2[CH2:25][CH2:26][C@@H:27]([C:29]2[CH:30]=[CH:31][C:32]([F:35])=[CH:33][CH:34]=2)[OH:28])=[CH:17][CH:16]=1. (2) Given the reactants [Cl:1][C:2]1[CH:3]=[C:4]2[N:26](COCC[Si](C)(C)C)[C:25]([O:35][CH:36]3[CH:40]4[O:41][CH2:42][C@H:43]([OH:44])[CH:39]4[O:38][CH2:37]3)=[N:24][C:5]2=[N:6][C:7]=1[C:8]1[CH:13]=[CH:12][C:11]([C:14]2[CH:19]=[C:18]([F:20])[CH:17]=[C:16]([F:21])[C:15]=2[O:22][CH3:23])=[CH:10][CH:9]=1.C(O)=O.OS([O-])(=O)=O.[K+].[OH-].[Na+].Cl, predict the reaction product. The product is: [Cl:1][C:2]1[CH:3]=[C:4]2[NH:26][C:25]([O:35][CH:36]3[CH:40]4[O:41][CH2:42][C@H:43]([OH:44])[CH:39]4[O:38][CH2:37]3)=[N:24][C:5]2=[N:6][C:7]=1[C:8]1[CH:13]=[CH:12][C:11]([C:14]2[CH:19]=[C:18]([F:20])[CH:17]=[C:16]([F:21])[C:15]=2[O:22][CH3:23])=[CH:10][CH:9]=1. (3) The product is: [C:44]([N:43]([CH2:47][CH2:48][CH2:49][O:50][CH3:51])[C:41]1[CH:42]=[C:37]([CH:38]=[CH:39][C:40]=1[CH3:52])[CH2:36][O:1][CH:2]1[CH:7]([C:8]2[CH:13]=[CH:12][C:11]([O:14][CH2:15][CH2:16][CH2:17][O:18][CH2:19][C:20]3[CH:25]=[CH:24][CH:23]=[CH:22][C:21]=3[O:26][CH3:27])=[CH:10][CH:9]=2)[CH2:6][CH2:5][N:4]([C:28]([O:30][C:31]([CH3:34])([CH3:33])[CH3:32])=[O:29])[CH2:3]1)(=[O:46])[CH3:45]. Given the reactants [OH:1][CH:2]1[CH:7]([C:8]2[CH:13]=[CH:12][C:11]([O:14][CH2:15][CH2:16][CH2:17][O:18][CH2:19][C:20]3[CH:25]=[CH:24][CH:23]=[CH:22][C:21]=3[O:26][CH3:27])=[CH:10][CH:9]=2)[CH2:6][CH2:5][N:4]([C:28]([O:30][C:31]([CH3:34])([CH3:33])[CH3:32])=[O:29])[CH2:3]1.Cl[CH2:36][C:37]1[CH:38]=[CH:39][C:40]([CH3:52])=[C:41]([N:43]([CH2:47][CH2:48][CH2:49][O:50][CH3:51])[C:44](=[O:46])[CH3:45])[CH:42]=1, predict the reaction product. (4) Given the reactants [Cl:1][C:2]1[C:7]([O:8][CH3:9])=[CH:6][C:5]([O:10][CH3:11])=[C:4]([Cl:12])[C:3]=1[C:13]1[N:18]=[C:17]2[NH:19][N:20]=[C:21](I)[C:16]2=[CH:15][N:14]=1.[CH:23]1([N:26]2[CH2:34][C:33]3[C:28](=[CH:29][CH:30]=[C:31](B4OC(C)(C)C(C)(C)O4)[CH:32]=3)[C:27]2=[O:44])[CH2:25][CH2:24]1, predict the reaction product. The product is: [CH:23]1([N:26]2[CH2:34][C:33]3[C:28](=[CH:29][CH:30]=[C:31]([C:21]4[C:16]5[C:17](=[N:18][C:13]([C:3]6[C:2]([Cl:1])=[C:7]([O:8][CH3:9])[CH:6]=[C:5]([O:10][CH3:11])[C:4]=6[Cl:12])=[N:14][CH:15]=5)[NH:19][N:20]=4)[CH:32]=3)[C:27]2=[O:44])[CH2:25][CH2:24]1.